From a dataset of Forward reaction prediction with 1.9M reactions from USPTO patents (1976-2016). Predict the product of the given reaction. (1) Given the reactants [Br:1][C:2]1[CH:3]=[CH:4][C:5]([F:32])=[C:6]([CH:31]=1)[O:7][CH:8]1[CH2:13][CH2:12][N:11]([C:14]2[N:19]=[CH:18][C:17]([C:20]3[N:21]=[N:22][N:23]([CH2:25][C:26]([O:28]CC)=[O:27])[N:24]=3)=[CH:16][N:15]=2)[CH2:10][CH2:9]1.[OH-].[Na+], predict the reaction product. The product is: [Br:1][C:2]1[CH:3]=[CH:4][C:5]([F:32])=[C:6]([CH:31]=1)[O:7][CH:8]1[CH2:13][CH2:12][N:11]([C:14]2[N:15]=[CH:16][C:17]([C:20]3[N:21]=[N:22][N:23]([CH2:25][C:26]([OH:28])=[O:27])[N:24]=3)=[CH:18][N:19]=2)[CH2:10][CH2:9]1. (2) Given the reactants FC(F)(F)C(O)=O.[Cl:8][C:9]1[CH:14]=[C:13]2[NH:15][C:16](=[O:38])[C@:17]3([C@@H:21]([C:22]4[CH:27]=[CH:26][CH:25]=[C:24]([Cl:28])[C:23]=4[F:29])[C@H:20]([C:30](O)=[O:31])[NH:19][C@H:18]3[CH2:33][C:34]([CH3:37])([CH3:36])[CH3:35])[C:12]2=[CH:11][CH:10]=1.C(N(C(C)C)CC)(C)C.C1(P(Cl)(C2C=CC=CC=2)=O)C=CC=CC=1.[CH3:63][S:64]([CH2:67][CH2:68][CH2:69][O:70][C:71]1[CH:76]=[CH:75][C:74]([NH2:77])=[C:73]([O:78][CH3:79])[CH:72]=1)(=[O:66])=[O:65], predict the reaction product. The product is: [CH3:63][S:64]([CH2:67][CH2:68][CH2:69][O:70][C:71]1[CH:76]=[CH:75][C:74]([NH:77][C:30]([C@@H:20]2[NH:19][C@@H:18]([CH2:33][C:34]([CH3:37])([CH3:35])[CH3:36])[C@:17]3([C:12]4[C:11](=[CH:10][C:9]([Cl:8])=[CH:14][CH:13]=4)[NH:15][C:16]3=[O:38])[C@H:21]2[C:22]2[CH:27]=[CH:26][CH:25]=[C:24]([Cl:28])[C:23]=2[F:29])=[O:31])=[C:73]([O:78][CH3:79])[CH:72]=1)(=[O:65])=[O:66]. (3) Given the reactants [CH:1]1([CH2:4][N:5]2[C:9]3[CH:10]=[CH:11][C:12]([O:14][CH3:15])=[CH:13][C:8]=3[N:7]=[N:6]2)[CH2:3][CH2:2]1.S(Cl)([Cl:19])(=O)=O, predict the reaction product. The product is: [Cl:19][C:13]1[C:8]2[N:7]=[N:6][N:5]([CH2:4][CH:1]3[CH2:2][CH2:3]3)[C:9]=2[CH:10]=[CH:11][C:12]=1[O:14][CH3:15]. (4) Given the reactants [CH3:1][N:2]([CH3:8])[CH2:3][C:4]([CH3:7])([NH2:6])[CH3:5].[C:9](ON1C(=O)CCC1=O)([O:11][CH2:12][C:13]1[CH:18]=[CH:17][CH:16]=[CH:15][CH:14]=1)=[O:10], predict the reaction product. The product is: [CH3:1][N:2]([CH3:8])[CH2:3][C:4]([NH:6][C:9](=[O:10])[O:11][CH2:12][C:13]1[CH:18]=[CH:17][CH:16]=[CH:15][CH:14]=1)([CH3:7])[CH3:5]. (5) Given the reactants [F:1][C:2]([F:13])([CH2:5][CH2:6][C:7]1[CH:12]=[CH:11][CH:10]=[CH:9][CH:8]=1)[CH2:3][OH:4].[Br:14][CH2:15][CH2:16][CH2:17][CH2:18][CH2:19][CH2:20]Br.[OH-].[Na+], predict the reaction product. The product is: [Br:14][CH2:15][CH2:16][CH2:17][CH2:18][CH2:19][CH2:20][O:4][CH2:3][C:2]([F:13])([F:1])[CH2:5][CH2:6][C:7]1[CH:12]=[CH:11][CH:10]=[CH:9][CH:8]=1. (6) Given the reactants [OH:1][C:2]1[CH:3]=[CH:4][C:5]2[CH:9]=[C:8]([C:10]([O:12][CH3:13])=[O:11])[S:7][C:6]=2[CH:14]=1.[CH3:15][O:16][C:17]1[CH:18]=[C:19]([CH:22]=[CH:23][CH:24]=1)[CH2:20]Br.C(=O)([O-])[O-].[K+].[K+].C(#N)C, predict the reaction product. The product is: [CH3:15][O:16][C:17]1[CH:18]=[C:19]([CH:22]=[CH:23][CH:24]=1)[CH2:20][O:1][C:2]1[CH:3]=[CH:4][C:5]2[CH:9]=[C:8]([C:10]([O:12][CH3:13])=[O:11])[S:7][C:6]=2[CH:14]=1.